This data is from Full USPTO retrosynthesis dataset with 1.9M reactions from patents (1976-2016). The task is: Predict the reactants needed to synthesize the given product. (1) The reactants are: CO[C:3](=[O:19])[C:4]1[CH:9]=[CH:8][C:7]([C:10]2[N:11]=[C:12]([S:15]([CH3:18])(=[O:17])=[O:16])[S:13][CH:14]=2)=[CH:6][CH:5]=1.[CH3:20][C@@H:21]1[CH2:25][CH2:24][CH2:23][N:22]1[CH2:26][C@@H:27]1[CH2:31][CH2:30][CH2:29][NH:28]1. Given the product [CH3:18][S:15]([C:12]1[S:13][CH:14]=[C:10]([C:7]2[CH:6]=[CH:5][C:4]([C:3]([N:28]3[CH2:29][CH2:30][CH2:31][C@H:27]3[CH2:26][N:22]3[CH2:23][CH2:24][CH2:25][C@H:21]3[CH3:20])=[O:19])=[CH:9][CH:8]=2)[N:11]=1)(=[O:16])=[O:17], predict the reactants needed to synthesize it. (2) The reactants are: [OH:1][C@@H:2]1[CH2:8][CH2:7][CH2:6][C@H:5]([NH:9]C(=O)OC(C)(C)C)[CH2:4][CH2:3]1. Given the product [NH2:9][C@@H:5]1[CH2:6][CH2:7][CH2:8][C@H:2]([OH:1])[CH2:3][CH2:4]1, predict the reactants needed to synthesize it. (3) Given the product [F:27][C:28]([F:40])([F:39])[C:7]1[CH:6]=[C:5]2[C:10](=[CH:9][CH:8]=1)[CH2:1][N:2]([CH2:11][CH2:12][CH2:13][CH2:14][O:15][C:16]1[N:25]=[C:24]3[C:19]([CH:20]=[CH:21][C:22](=[O:26])[NH:23]3)=[CH:18][CH:17]=1)[CH2:3][CH2:4]2, predict the reactants needed to synthesize it. The reactants are: [CH2:1]1[C:10]2[C:5](=[CH:6][CH:7]=[CH:8][CH:9]=2)[CH2:4][CH2:3][N:2]1[CH2:11][CH2:12][CH2:13][CH2:14][O:15][C:16]1[N:25]=[C:24]2[C:19]([CH:20]=[CH:21][C:22](=[O:26])[NH:23]2)=[CH:18][CH:17]=1.[F:27][C:28]([F:40])([F:39])C1C=C2C(=CC=1)CNCC2.